This data is from Peptide-MHC class II binding affinity with 134,281 pairs from IEDB. The task is: Regression. Given a peptide amino acid sequence and an MHC pseudo amino acid sequence, predict their binding affinity value. This is MHC class II binding data. The peptide sequence is APEVKYTVFETALKK. The MHC is HLA-DQA10401-DQB10402 with pseudo-sequence HLA-DQA10401-DQB10402. The binding affinity (normalized) is 0.245.